Dataset: Forward reaction prediction with 1.9M reactions from USPTO patents (1976-2016). Task: Predict the product of the given reaction. (1) Given the reactants N(OCCC(C)C)=O.[Br:9][C:10]1[C:16]([F:17])=[CH:15][C:13](N)=[C:12]([O:18][C:19]2[CH:24]=[CH:23][C:22]([O:25][CH3:26])=[CH:21][CH:20]=2)[CH:11]=1.[ClH:27].O, predict the reaction product. The product is: [Br:9][C:10]1[CH:11]=[C:12]([O:18][C:19]2[CH:24]=[CH:23][C:22]([O:25][CH3:26])=[CH:21][CH:20]=2)[C:13]([Cl:27])=[CH:15][C:16]=1[F:17]. (2) Given the reactants [CH2:1]([N:3]1[C@H:8]([CH3:9])[CH2:7][N:6]([C:10]([N:12]2[CH2:19][C:18]3[C:17]([NH2:20])=[N:16][NH:15][C:14]=3[C:13]2([CH3:22])[CH3:21])=[O:11])[C@@H:5]([CH3:23])[CH2:4]1)[CH3:2].Cl[C:25]1[C:30]([F:31])=[CH:29][N:28]=[C:27]([O:32][CH3:33])[N:26]=1, predict the reaction product. The product is: [CH2:1]([N:3]1[C@H:8]([CH3:9])[CH2:7][N:6]([C:10]([N:12]2[CH2:19][C:18]3[C:17]([NH:20][C:25]4[C:30]([F:31])=[CH:29][N:28]=[C:27]([O:32][CH3:33])[N:26]=4)=[N:16][NH:15][C:14]=3[C:13]2([CH3:22])[CH3:21])=[O:11])[C@@H:5]([CH3:23])[CH2:4]1)[CH3:2]. (3) Given the reactants [H-].[Na+].[F:3][C:4]1[CH:13]=[CH:12][CH:11]=[C:10]2[C:5]=1[C:6]([NH:14][C:15]1[CH:16]=[C:17]3[C:21](=[CH:22][CH:23]=1)[NH:20][CH:19]=[CH:18]3)=[N:7][CH:8]=[N:9]2.Cl.[N:25]1[CH:30]=[CH:29][CH:28]=[CH:27][C:26]=1[CH2:31]Cl, predict the reaction product. The product is: [F:3][C:4]1[CH:13]=[CH:12][CH:11]=[C:10]2[C:5]=1[C:6]([NH:14][C:15]1[CH:16]=[C:17]3[C:21](=[CH:22][CH:23]=1)[N:20]([CH2:31][C:26]1[CH:27]=[CH:28][CH:29]=[CH:30][N:25]=1)[CH:19]=[CH:18]3)=[N:7][CH:8]=[N:9]2. (4) Given the reactants Br[C:2]1(Br)[C:10]2[C:5](=[N:6][CH:7]=[CH:8][C:9]=2[Cl:11])[NH:4][C:3]1=[O:12].C(O)(=O)C.CO, predict the reaction product. The product is: [Cl:11][C:9]1[CH:8]=[CH:7][N:6]=[C:5]2[NH:4][C:3](=[O:12])[CH2:2][C:10]=12. (5) Given the reactants [CH3:1][C@H:2]1[O:7][C@@H:6]([CH3:8])[CH2:5][NH:4][CH2:3]1.[CH2:9]=O.[Cl:11][C:12]1[CH:17]=[CH:16][C:15]([N+:18]#[C-:19])=[CH:14][CH:13]=1.C[Si]([N:24]=[N+:25]=[N-:26])(C)C, predict the reaction product. The product is: [Cl:11][C:12]1[CH:17]=[CH:16][C:15]([N:18]2[C:19]([CH2:9][N:4]3[CH2:5][C@H:6]([CH3:8])[O:7][C@H:2]([CH3:1])[CH2:3]3)=[N:26][N:25]=[N:24]2)=[CH:14][CH:13]=1. (6) Given the reactants [C:1]([O:5][C:6]([NH:8][C:9]1[CH:14]=[CH:13][C:12]([S:15][C:16]2[CH:24]=[CH:23][C:19]([C:20]([OH:22])=O)=[CH:18][C:17]=2[NH:25][C:26]2[C:27]3[CH:35]=[CH:34][C:33]([CH:36]([CH3:38])[CH3:37])=[N:32][C:28]=3[N:29]=[CH:30][N:31]=2)=[CH:11][CH:10]=1)=[O:7])([CH3:4])([CH3:3])[CH3:2].[CH3:39][NH:40][C@@H:41]([CH3:48])[C:42]1[CH:47]=[CH:46][CH:45]=[CH:44][CH:43]=1, predict the reaction product. The product is: [C:1]([O:5][C:6](=[O:7])[NH:8][C:9]1[CH:10]=[CH:11][C:12]([S:15][C:16]2[CH:24]=[CH:23][C:19]([C:20](=[O:22])[N:40]([CH3:39])[C@H:41]([C:42]3[CH:47]=[CH:46][CH:45]=[CH:44][CH:43]=3)[CH3:48])=[CH:18][C:17]=2[NH:25][C:26]2[C:27]3[CH:35]=[CH:34][C:33]([CH:36]([CH3:37])[CH3:38])=[N:32][C:28]=3[N:29]=[CH:30][N:31]=2)=[CH:13][CH:14]=1)([CH3:3])([CH3:2])[CH3:4].